This data is from Forward reaction prediction with 1.9M reactions from USPTO patents (1976-2016). The task is: Predict the product of the given reaction. (1) Given the reactants Cl.Cl.Cl.[O:4]1[C:8]2=[C:9]([N:13]3[CH2:18][CH2:17][N:16]([CH2:19][CH2:20][C@H:21]4[CH2:26][CH2:25][C@H:24]([NH2:27])[CH2:23][CH2:22]4)[CH2:15][CH2:14]3)[N:10]=[CH:11][CH:12]=[C:7]2[CH2:6][CH2:5]1.[O:28]1[CH2:33][CH2:32][CH2:31][CH:30]([C:34](O)=[O:35])[CH2:29]1, predict the reaction product. The product is: [O:4]1[C:8]2=[C:9]([N:13]3[CH2:18][CH2:17][N:16]([CH2:19][CH2:20][C@H:21]4[CH2:26][CH2:25][C@H:24]([NH:27][C:34]([CH:30]5[CH2:31][CH2:32][CH2:33][O:28][CH2:29]5)=[O:35])[CH2:23][CH2:22]4)[CH2:15][CH2:14]3)[N:10]=[CH:11][CH:12]=[C:7]2[CH2:6][CH2:5]1. (2) The product is: [Br:1][C:2]1[CH:7]=[CH:6][C:5]([CH2:8][Br:30])=[C:4]([CH3:10])[CH:3]=1. Given the reactants [Br:1][C:2]1[CH:7]=[CH:6][C:5]([CH2:8]O)=[C:4]([CH3:10])[CH:3]=1.C1(P(C2C=CC=CC=2)C2C=CC=CC=2)C=CC=CC=1.[Br:30]N1C(=O)CCC1=O, predict the reaction product.